From a dataset of Forward reaction prediction with 1.9M reactions from USPTO patents (1976-2016). Predict the product of the given reaction. (1) Given the reactants CS(O[CH2:6][C:7]1[CH:12]=[CH:11][CH:10]=[C:9]([NH:13][C:14]([O:16][C:17]([CH3:20])([CH3:19])[CH3:18])=[O:15])[N:8]=1)(=O)=O.[NH:21]1[CH2:25][CH2:24][CH2:23][CH2:22]1.C([O-])([O-])=O.[K+].[K+].C([O-])(O)=O.[Na+], predict the reaction product. The product is: [N:21]1([CH2:6][C:7]2[N:8]=[C:9]([NH:13][C:14](=[O:15])[O:16][C:17]([CH3:20])([CH3:19])[CH3:18])[CH:10]=[CH:11][CH:12]=2)[CH2:25][CH2:24][CH2:23][CH2:22]1. (2) Given the reactants Cl.[NH:2]1[CH2:7][CH2:6][CH2:5][C@@H:4]([C:8]([OH:11])([CH3:10])[CH3:9])[CH2:3]1.CN(C(ON1N=NC2C=CC=CC1=2)=[N+](C)C)C.[B-](F)(F)(F)F.C(N(C(C)C)C(C)C)C.[CH3:43][C:44]1[CH:49]=[CH:48][C:47]([C:50]2[C:54]([C:55](O)=[O:56])=[CH:53][O:52][N:51]=2)=[CH:46][CH:45]=1, predict the reaction product. The product is: [CH3:43][C:44]1[CH:45]=[CH:46][C:47]([C:50]2[C:54]([C:55]([N:2]3[CH2:7][CH2:6][CH2:5][C@@H:4]([C:8]([OH:11])([CH3:10])[CH3:9])[CH2:3]3)=[O:56])=[CH:53][O:52][N:51]=2)=[CH:48][CH:49]=1. (3) Given the reactants [CH3:1][CH2:2][CH2:3][CH2:4][CH2:5][CH2:6][CH3:7].[C:8]([O:11][CH2:12][CH3:13])(=[O:10])[CH3:9], predict the reaction product. The product is: [CH3:13][CH2:12][O:11][C:8]([CH3:9])=[O:10].[CH3:1][CH2:2][CH2:3][CH2:4][CH2:5][CH2:6][CH3:7].